From a dataset of Reaction yield outcomes from USPTO patents with 853,638 reactions. Predict the reaction yield, written as a fraction of the theoretical maximum amount of product (1.0 means a 100% yield; for example, 0.34 means a 34% yield). (1) The yield is 0.510. The product is [O:14]1[C:8]2[C:9]([S:18]([Cl:21])(=[O:20])=[O:19])=[CH:10][CH:11]=[CH:12][C:7]=2[CH2:16][CH2:15]1. The catalyst is O1CCCC1.CCCCCC.ClCCl. The reactants are C([Li])CCC.Br[C:7]1[CH:12]=[CH:11][CH:10]=[C:9](Br)[C:8]=1[O:14][CH2:15][CH2:16]Br.[S:18](=[O:20])=[O:19].[Cl:21]NC(=O)CCC(N)=O. (2) The reactants are [CH3:1][O:2][C:3]1[CH:4]=[C:5]2[C:10](=[CH:11][C:12]=1[O:13][CH3:14])[N:9]=[CH:8][CH:7]=[C:6]2[O:15][C:16]1[C:17]([OH:22])=[N:18][CH:19]=[CH:20][CH:21]=1.C(=O)([O-])[O-].[K+].[K+].[CH:29]1(Br)[CH2:33][CH2:32][CH2:31][CH2:30]1.O. The catalyst is C(Cl)(Cl)Cl. The product is [CH:29]1([O:22][C:17]2[C:16]([O:15][C:6]3[C:5]4[C:10](=[CH:11][C:12]([O:13][CH3:14])=[C:3]([O:2][CH3:1])[CH:4]=4)[N:9]=[CH:8][CH:7]=3)=[CH:21][CH:20]=[CH:19][N:18]=2)[CH2:33][CH2:32][CH2:31][CH2:30]1. The yield is 0.550. (3) The reactants are [Br:1][C:2]1[CH:10]=[CH:9][CH:8]=[C:7]2[C:3]=1[C:4]([CH:11]=[O:12])=[CH:5][NH:6]2.[C:13](OC(=O)C)(=[O:15])[CH3:14]. No catalyst specified. The product is [C:13]([N:6]1[C:7]2[C:3](=[C:2]([Br:1])[CH:10]=[CH:9][CH:8]=2)[C:4]([CH:11]=[O:12])=[CH:5]1)(=[O:15])[CH3:14]. The yield is 0.740.